From a dataset of Forward reaction prediction with 1.9M reactions from USPTO patents (1976-2016). Predict the product of the given reaction. (1) Given the reactants [Cl:1][C:2]1[CH:3]=[C:4]([NH:17][C:18]2[C:27]3[C:22](=[CH:23][CH:24]=[C:25]([NH:28][C:29](=[O:35])[CH2:30][CH2:31][N:32](C)[CH3:33])[CH:26]=3)[N:21]=[CH:20][N:19]=2)[CH:5]=[CH:6][C:7]=1[O:8][CH2:9][C:10]1[CH:15]=[CH:14][CH:13]=[C:12]([F:16])[CH:11]=1.CN, predict the reaction product. The product is: [Cl:1][C:2]1[CH:3]=[C:4]([NH:17][C:18]2[C:27]3[C:22](=[CH:23][CH:24]=[C:25]([NH:28][C:29](=[O:35])[CH2:30][CH2:31][NH:32][CH3:33])[CH:26]=3)[N:21]=[CH:20][N:19]=2)[CH:5]=[CH:6][C:7]=1[O:8][CH2:9][C:10]1[CH:15]=[CH:14][CH:13]=[C:12]([F:16])[CH:11]=1. (2) Given the reactants [CH2:1]([C@@H:8]1[O:12][C:11]([CH3:14])([CH3:13])[O:10][C:9]1=[O:15])[C:2]1[CH:7]=[CH:6][CH:5]=[CH:4][CH:3]=1.[Li+].CC([N-]C(C)C)C.[C:24]([O:28][CH3:29])(=[O:27])[CH:25]=[CH2:26], predict the reaction product. The product is: [CH3:29][O:28][C:24](=[O:27])[CH2:25][CH2:26][C:8]1([CH2:1][C:2]2[CH:3]=[CH:4][CH:5]=[CH:6][CH:7]=2)[C:9](=[O:15])[O:10][C:11]([CH3:13])([CH3:14])[O:12]1. (3) Given the reactants [CH3:1][O:2][C:3]([C:5]1[C:13]2[N:12]=[C:11]([C:14](=[O:29])[NH:15][C:16]3[CH:21]=[CH:20][C:19]([N:22]4[CH2:27][CH2:26][O:25][CH2:24][C:23]4=[O:28])=[CH:18][CH:17]=3)[NH:10][C:9]=2[CH:8]=[CH:7][CH:6]=1)=[O:4].C([O-])([O-])=O.[K+].[K+].Br[CH2:37][C:38]([NH:40][C:41]1[CH:46]=[CH:45][C:44]([Cl:47])=[CH:43][N:42]=1)=[O:39], predict the reaction product. The product is: [CH3:1][O:2][C:3]([C:5]1[C:13]2[N:12]=[C:11]([C:14](=[O:29])[NH:15][C:16]3[CH:17]=[CH:18][C:19]([N:22]4[CH2:27][CH2:26][O:25][CH2:24][C:23]4=[O:28])=[CH:20][CH:21]=3)[N:10]([CH2:37][C:38](=[O:39])[NH:40][C:41]3[CH:46]=[CH:45][C:44]([Cl:47])=[CH:43][N:42]=3)[C:9]=2[CH:8]=[CH:7][CH:6]=1)=[O:4]. (4) Given the reactants [CH:1]1([CH2:4][C:5]([OH:7])=O)[CH2:3][CH2:2]1.Cl.N[C@H](C([NH:14][CH:15]1[C:21](=[O:22])[N:20]([CH2:23][CH:24]([CH3:26])[CH3:25])[C:19]2[CH:27]=[CH:28][CH:29]=[CH:30][C:18]=2[N:17]([CH2:31][CH:32]([CH3:34])[CH3:33])[C:16]1=[O:35])=O)C, predict the reaction product. The product is: [CH:1]1([CH2:4][C:5]([NH:14][C@H:15]([C:21]([C:15]2([NH2:14])[C:21](=[O:22])[N:20]([CH2:23][CH:24]([CH3:26])[CH3:25])[C:19]3[CH:27]=[CH:28][CH:29]=[CH:30][C:18]=3[N:17]([CH2:31][CH:32]([CH3:34])[CH3:33])[C:16]2=[O:35])=[O:22])[CH3:16])=[O:7])[CH2:2][CH2:3]1. (5) The product is: [Br:25][C:4]1[C:5]2[NH:9][C:8]3[CH:10]([CH2:13][C:14]([O:16][CH2:17][CH3:18])=[O:15])[CH2:11][CH2:12][C:7]=3[C:6]=2[CH:1]=[N:2][CH:3]=1. Given the reactants [CH:1]1[C:6]2[C:7]3[CH2:12][CH2:11][CH:10]([CH2:13][C:14]([O:16][CH2:17][CH3:18])=[O:15])[C:8]=3[NH:9][C:5]=2[CH:4]=[CH:3][N:2]=1.N1C=CC=CC=1.[Br:25]Br.C([O-])(O)=O.[Na+], predict the reaction product.